This data is from Forward reaction prediction with 1.9M reactions from USPTO patents (1976-2016). The task is: Predict the product of the given reaction. (1) Given the reactants CC1(C)C(C)(C)OB([C:9]2[CH:25]=[CH:24][C:12]([O:13][CH2:14][C:15]3[CH:16]=[C:17]([CH:21]=[CH:22][CH:23]=3)[C:18]([OH:20])=[O:19])=[CH:11][CH:10]=2)O1.Br[C:28]1[C:36]2[O:35][CH:34]=[CH:33][C:32]=2[C:31]([F:37])=[C:30]([F:38])[CH:29]=1.C(=O)([O-])[O-].[Na+].[Na+].O1CCOCC1, predict the reaction product. The product is: [F:37][C:31]1[C:32]2[CH:33]=[CH:34][O:35][C:36]=2[C:28]([C:9]2[CH:10]=[CH:11][C:12]([O:13][CH2:14][C:15]3[CH:16]=[C:17]([CH:21]=[CH:22][CH:23]=3)[C:18]([OH:20])=[O:19])=[CH:24][CH:25]=2)=[CH:29][C:30]=1[F:38]. (2) Given the reactants [CH2:1]([CH:5]1[NH:10][CH2:9][CH2:8][N:7]=[CH:6]1)[CH2:2][CH2:3][CH3:4], predict the reaction product. The product is: [CH2:1]([CH:5]1[CH2:6][NH:7][CH2:8][CH2:9][NH:10]1)[CH2:2][CH2:3][CH3:4]. (3) Given the reactants [Br:1][C:2]1[CH:7]=[CH:6][C:5]([CH2:8]Br)=[C:4]([CH2:10][CH3:11])[CH:3]=1.[C:12]1(=[O:22])[NH:16][C:15](=[O:17])[C:14]2=[CH:18][CH:19]=[CH:20][CH:21]=[C:13]12.[K].O, predict the reaction product. The product is: [Br:1][C:2]1[CH:7]=[CH:6][C:5]([CH2:8][N:16]2[C:12](=[O:22])[C:13]3[C:14](=[CH:18][CH:19]=[CH:20][CH:21]=3)[C:15]2=[O:17])=[C:4]([CH2:10][CH3:11])[CH:3]=1. (4) Given the reactants [CH3:1][O:2][C:3]1[CH:10]=[CH:9][CH:8]=[CH:7][C:4]=1[CH:5]=[O:6].[CH3:11][O:12][C:13]1[CH:14]=[C:15]([CH:17]=[CH:18][C:19]=1[O:20][CH3:21])[NH2:16], predict the reaction product. The product is: [NH2:16][C:15]1[CH:14]=[C:13]([O:12][CH3:11])[C:19]([O:20][CH3:21])=[CH:18][C:17]=1[C:5]([C:4]1[CH:7]=[CH:8][CH:9]=[CH:10][C:3]=1[O:2][CH3:1])=[O:6]. (5) Given the reactants [CH2:1]([NH:3][C:4]1[CH:15]=[CH:14][C:7]([NH:8][C:9](=[O:13])[CH2:10][O:11][CH3:12])=[CH:6][C:5]=1[N+:16]([O-])=O)[CH3:2].C1(C)C=CC(S([O-])(=O)=O)=CC=1.[CH2:30]([N:37]1[C:41](=[O:42])[C:40](=[C:43]2[N:47]([CH3:48])[C:46]3[CH:49]=[C:50]([O:53][CH2:54][CH2:55][Cl:56])[CH:51]=[CH:52][C:45]=3[S:44]2)[S:39][CH2+:38]1SC)[C:31]1[CH:36]=[CH:35][CH:34]=[CH:33][CH:32]=1, predict the reaction product. The product is: [CH2:30]([N:37]1[C:41](=[O:42])[C:40](=[C:43]2[N:47]([CH3:48])[C:46]3[CH:49]=[C:50]([O:53][CH2:54][CH2:55][Cl:56])[CH:51]=[CH:52][C:45]=3[S:44]2)[S:39][C:38]1=[N:16][C:5]1[CH:6]=[C:7]([NH:8][C:9](=[O:13])[CH2:10][O:11][CH3:12])[CH:14]=[CH:15][C:4]=1[NH:3][CH2:1][CH3:2])[C:31]1[CH:36]=[CH:35][CH:34]=[CH:33][CH:32]=1. (6) Given the reactants [CH3:1][CH:2]1[CH2:10][C:9]2[C:4](=[CH:5][C:6]([N+:12]([O-:14])=O)=[C:7]([NH2:11])[CH:8]=2)[CH2:3]1.[N:15]#[C:16][NH2:17].[CH]Cl.[OH-].[Na+], predict the reaction product. The product is: [CH3:1][CH:2]1[CH2:10][C:9]2[C:4](=[CH:5][C:6]3[N+:12]([O-:14])=[N:15][C:16]([NH2:17])=[N:11][C:7]=3[CH:8]=2)[CH2:3]1. (7) The product is: [F:13][C:10]1[CH:9]=[CH:8][C:7]([C:6]2[N:5]([CH2:14][CH:15]3[CH2:19][CH2:18][CH:17]([OH:20])[CH2:16]3)[N:4]=[C:3]([CH3:27])[C:2]=2[C:36]2[CH:37]=[CH:38][C:39]3[O:44][CH2:43][C:42](=[O:45])[NH:41][C:40]=3[CH:46]=2)=[CH:12][CH:11]=1. Given the reactants Br[C:2]1[C:3]([CH3:27])=[N:4][N:5]([CH2:14][CH:15]2[CH2:19][CH2:18][CH:17]([O:20]C3CCCCO3)[CH2:16]2)[C:6]=1[C:7]1[CH:12]=[CH:11][C:10]([F:13])=[CH:9][CH:8]=1.CC1(C)C(C)(C)OB([C:36]2[CH:37]=[CH:38][C:39]3[O:44][CH2:43][C:42](=[O:45])[NH:41][C:40]=3[CH:46]=2)O1.C(=O)([O-])[O-].[Cs+].[Cs+], predict the reaction product. (8) Given the reactants [CH3:1][CH2:2][O:3][C:4]1[CH:5]=[C:6]([CH2:13][C:14]([NH:16][C@H:17]([C:22]2[CH:23]=[CH:24][CH:25]=[CH:26][C:27]=2[N:28]2[CH2:33][CH2:32][CH2:31][CH2:30][CH2:29]2)[CH2:18][CH:19]([CH3:21])[CH3:20])=[O:15])[CH:7]=[CH:8][C:9]=1[C:10]([OH:12])=[O:11].[CH3:34][CH:35](C)C[C@H](N)C1C=CC=CC=1N1CCCCC1.C(OC1C=C(CC(O)=O)C=CC=1C(OCC)=O)C.ClC(OCC)=O.S(Cl)(Cl)=O.P(Cl)(Cl)Cl.O=P12OP3(OP(OP(O3)(O1)=O)(=O)O2)=O.C1(N=C=NC2CCCCC2)CCCCC1.C1(N=C=NC2CCCCC2)CCCCC1.ON1C(=O)CCC1=O.C1(P(C2C=CC=CC=2)C2C=CC=CC=2)C=CC=CC=1.C(Cl)(Cl)(Cl)Cl.C(=O)([O-])[O-].[Na+].[Na+], predict the reaction product. The product is: [CH2:2]([O:3][C:4]1[CH:5]=[C:6]([CH2:13][C:14]([NH:16][C@H:17]([C:22]2[CH:23]=[CH:24][CH:25]=[CH:26][C:27]=2[N:28]2[CH2:33][CH2:32][CH2:31][CH2:30][CH2:29]2)[CH2:18][CH:19]([CH3:21])[CH3:20])=[O:15])[CH:7]=[CH:8][C:9]=1[C:10]([O:12][CH2:34][CH3:35])=[O:11])[CH3:1]. (9) Given the reactants FC(F)(F)C1C=C(NC(=O)NC2C=CC(C3SC(CCC(O)=O)=NC=3)=CC=2)C=CC=1.[C:31]1([CH3:63])[CH:36]=[CH:35][CH:34]=[C:33]([NH:37][C:38](=[O:62])[NH:39][C:40]2[CH:45]=[CH:44][C:43]([C:46]3[CH:50]=[CH:49][N:48]([CH:51]4[CH2:56][CH2:55][CH:54]([C:57]([O:59]CC)=[O:58])[CH2:53][CH2:52]4)[N:47]=3)=[CH:42][CH:41]=2)[CH:32]=1, predict the reaction product. The product is: [C:31]1([CH3:63])[CH:36]=[CH:35][CH:34]=[C:33]([NH:37][C:38](=[O:62])[NH:39][C:40]2[CH:45]=[CH:44][C:43]([C:46]3[CH:50]=[CH:49][N:48]([CH:51]4[CH2:52][CH2:53][CH:54]([C:57]([OH:59])=[O:58])[CH2:55][CH2:56]4)[N:47]=3)=[CH:42][CH:41]=2)[CH:32]=1.